Predict the product of the given reaction. From a dataset of Forward reaction prediction with 1.9M reactions from USPTO patents (1976-2016). (1) The product is: [OH:2][CH2:1][C:3]1[CH:28]=[CH:27][C:6]([O:7][CH2:8][C:9]2[N:10]=[C:11]([C:15]3[CH:16]=[C:17]([CH2:21][C:22]([O:24][CH2:25][CH3:26])=[O:23])[CH:18]=[CH:19][CH:20]=3)[O:12][C:13]=2[CH3:14])=[C:5]([O:29][CH3:30])[CH:4]=1. Given the reactants [CH:1]([C:3]1[CH:28]=[CH:27][C:6]([O:7][CH2:8][C:9]2[N:10]=[C:11]([C:15]3[CH:16]=[C:17]([CH2:21][C:22]([O:24][CH2:25][CH3:26])=[O:23])[CH:18]=[CH:19][CH:20]=3)[O:12][C:13]=2[CH3:14])=[C:5]([O:29][CH3:30])[CH:4]=1)=[O:2].C(O)C.[BH4-].[Na+].O, predict the reaction product. (2) Given the reactants [NH2:1][C:2]1[CH:9]=[CH:8][C:5]([CH2:6][NH2:7])=[CH:4][CH:3]=1.[C:10](Cl)(=[O:19])[C:11]1[CH:16]=[CH:15][C:14]([O:17][CH3:18])=[CH:13][CH:12]=1, predict the reaction product. The product is: [NH2:1][C:2]1[CH:9]=[CH:8][C:5]([CH2:6][NH:7][C:10](=[O:19])[C:11]2[CH:16]=[CH:15][C:14]([O:17][CH3:18])=[CH:13][CH:12]=2)=[CH:4][CH:3]=1. (3) Given the reactants [F:1][C:2]([F:25])([F:24])[C:3]1[CH:4]=[C:5]([C:13]2[N:17]=[CH:16][N:15](/[CH:18]=[CH:19]\[C:20]([NH:22][NH2:23])=[O:21])[N:14]=2)[CH:6]=[C:7]([C:9]([F:12])([F:11])[F:10])[CH:8]=1.[C:26]([O:30][C:31]([NH:33][C@H:34]([CH:38]([CH3:40])[CH3:39])[C:35](O)=[O:36])=[O:32])([CH3:29])([CH3:28])[CH3:27].C(P1(=O)OP(CCC)(=O)OP(CCC)(=O)O1)CC.CCN(C(C)C)C(C)C, predict the reaction product. The product is: [C:26]([O:30][C:31](=[O:32])[NH:33][C@H:34]([CH:38]([CH3:39])[CH3:40])[C:35]([NH:23][NH:22][C:20](=[O:21])/[CH:19]=[CH:18]\[N:15]1[CH:16]=[N:17][C:13]([C:5]2[CH:6]=[C:7]([C:9]([F:10])([F:11])[F:12])[CH:8]=[C:3]([C:2]([F:24])([F:1])[F:25])[CH:4]=2)=[N:14]1)=[O:36])([CH3:29])([CH3:28])[CH3:27]. (4) Given the reactants [F:1][CH:2]([F:25])[O:3][C:4]1[C:9]([F:10])=[CH:8][C:7]([F:11])=[CH:6][C:5]=1[C:12]1[CH2:17][CH2:16][N:15]([C:18]([O:20][C:21]([CH3:24])([CH3:23])[CH3:22])=[O:19])[CH2:14][CH:13]=1.[H][H], predict the reaction product. The product is: [F:25][CH:2]([F:1])[O:3][C:4]1[C:9]([F:10])=[CH:8][C:7]([F:11])=[CH:6][C:5]=1[CH:12]1[CH2:13][CH2:14][N:15]([C:18]([O:20][C:21]([CH3:23])([CH3:22])[CH3:24])=[O:19])[CH2:16][CH2:17]1. (5) Given the reactants [Cl-].[Li+].[Mg].[H-].C([Al+]CC(C)C)C(C)C.Br[C:15]1[C:16]([Cl:21])=[N:17][CH:18]=[CH:19][CH:20]=1.[CH3:22][O:23][C:24]([C@H:26]1[CH2:31][CH2:30][C@H:29]([C:32](Cl)=[O:33])[CH2:28][CH2:27]1)=[O:25], predict the reaction product. The product is: [CH3:22][O:23][C:24]([C@H:26]1[CH2:31][CH2:30][C@H:29]([C:32]([C:15]2[C:16]([Cl:21])=[N:17][CH:18]=[CH:19][CH:20]=2)=[O:33])[CH2:28][CH2:27]1)=[O:25]. (6) Given the reactants Br[C:2]1[CH:3]=[C:4]([NH:9][S:10]([C:13]2[CH:18]=[CH:17][C:16]([F:19])=[CH:15][CH:14]=2)(=[O:12])=[O:11])[C:5]([Cl:8])=[N:6][CH:7]=1.B1(B2OC(C)(C)C(C)(C)O2)OC(C)(C)C(C)(C)O1.C([O-])(=O)C.[K+].Br[C:44]1[CH:56]=[CH:55][C:47]2[NH:48][C:49]([NH:51][C:52](=[O:54])[CH3:53])=[N:50][C:46]=2[CH:45]=1.C(=O)([O-])[O-].[Na+].[Na+], predict the reaction product. The product is: [Cl:8][C:5]1[N:6]=[CH:7][C:2]([C:56]2[CH:44]=[CH:45][C:46]3[NH:50][C:49]([NH:51][C:52](=[O:54])[CH3:53])=[N:48][C:47]=3[CH:55]=2)=[CH:3][C:4]=1[NH:9][S:10]([C:13]1[CH:18]=[CH:17][C:16]([F:19])=[CH:15][CH:14]=1)(=[O:12])=[O:11]. (7) Given the reactants [O:1]=[C:2]1[CH2:7][CH2:6][CH:5]([C:8]([OH:10])=[O:9])[CH2:4][CH2:3]1.C(=O)([O-])[O-].[K+].[K+].[CH2:17](Br)[C:18]1[CH:23]=[CH:22][CH:21]=[CH:20][CH:19]=1, predict the reaction product. The product is: [C:18]1([CH2:17][O:9][C:8]([CH:5]2[CH2:6][CH2:7][C:2](=[O:1])[CH2:3][CH2:4]2)=[O:10])[CH:23]=[CH:22][CH:21]=[CH:20][CH:19]=1. (8) Given the reactants [C:1]([CH:3]1[CH2:8][CH2:7][N:6]([C:9]([N:11]2[CH2:16][CH:15]([C:17]3[CH:22]=[CH:21][C:20]([C:23]([F:26])([F:25])[F:24])=[CH:19][CH:18]=3)[CH2:14][CH:13]([C:27](O)=[O:28])[CH2:12]2)=[O:10])[CH2:5][CH2:4]1)#[N:2].O[N:31]=[C:32]([NH2:39])[CH2:33][C:34]1([CH2:37][OH:38])[CH2:36][CH2:35]1, predict the reaction product. The product is: [OH:38][CH2:37][C:34]1([CH2:33][C:32]2[N:39]=[C:27]([CH:13]3[CH2:14][CH:15]([C:17]4[CH:22]=[CH:21][C:20]([C:23]([F:26])([F:24])[F:25])=[CH:19][CH:18]=4)[CH2:16][N:11]([C:9]([N:6]4[CH2:5][CH2:4][CH:3]([C:1]#[N:2])[CH2:8][CH2:7]4)=[O:10])[CH2:12]3)[O:28][N:31]=2)[CH2:36][CH2:35]1.